From a dataset of Full USPTO retrosynthesis dataset with 1.9M reactions from patents (1976-2016). Predict the reactants needed to synthesize the given product. (1) Given the product [CH2:1]([O:4][C:5]1([CH3:38])[CH2:10][CH2:9][N:8]([C:11]2[C:12]3[N:13]([N:28]=[C:29]([C:31]4[CH:32]=[C:33]([C:43]5[CH:42]=[C:41]([C:39]#[N:40])[CH:46]=[CH:45][C:44]=5[OH:50])[CH:34]=[CH:35][CH:36]=4)[CH:30]=3)[CH:14]=[C:15]([CH3:27])[C:16]=2[C@H:17]([O:22][C:23]([CH3:26])([CH3:25])[CH3:24])[C:18]([O:20][CH3:21])=[O:19])[CH2:7][CH2:6]1)[CH:2]=[CH2:3], predict the reactants needed to synthesize it. The reactants are: [CH2:1]([O:4][C:5]1([CH3:38])[CH2:10][CH2:9][N:8]([C:11]2[C:12]3[N:13]([N:28]=[C:29]([C:31]4[CH:36]=[CH:35][CH:34]=[C:33](Br)[CH:32]=4)[CH:30]=3)[CH:14]=[C:15]([CH3:27])[C:16]=2[C@H:17]([O:22][C:23]([CH3:26])([CH3:25])[CH3:24])[C:18]([O:20][CH3:21])=[O:19])[CH2:7][CH2:6]1)[CH:2]=[CH2:3].[C:39]([C:41]1[CH:42]=[CH:43][C:44]([OH:50])=[C:45](B(O)O)[CH:46]=1)#[N:40].C([O-])([O-])=O.[Na+].[Na+]. (2) Given the product [C:1]([O:5][C:6]([N:8]1[CH2:13][CH2:12][C:11]2[N:14]=[C:15]([NH:17][C:19]3[NH:21][C:22]4[CH:23]=[C:24]([C:25](=[O:26])[NH:27][C:28]5[CH:36]=[C:35]6[C:31]([CH:32]=[N:33][NH:34]6)=[CH:30][CH:29]=5)[CH:37]=[CH:38][C:39]=4[N:40]=3)[S:16][C:10]=2[CH2:9]1)=[O:7])([CH3:4])([CH3:2])[CH3:3], predict the reactants needed to synthesize it. The reactants are: [C:1]([O:5][C:6]([N:8]1[CH2:13][CH2:12][C:11]2[N:14]=[C:15]([NH2:17])[S:16][C:10]=2[CH2:9]1)=[O:7])([CH3:4])([CH3:3])[CH3:2].[N-]=[C:19]=S.[NH2:21][C:22]1[CH:23]=[C:24]([CH:37]=[CH:38][C:39]=1[NH2:40])[C:25]([NH:27][C:28]1[CH:36]=[C:35]2[C:31]([CH:32]=[N:33][NH:34]2)=[CH:30][CH:29]=1)=[O:26]. (3) Given the product [C:1]([O:5][C:6](=[O:16])[NH:7][C:8]1[S:9][C:10]([S:23][CH3:22])=[C:11]([CH2:13][O:14][CH3:15])[N:12]=1)([CH3:4])([CH3:3])[CH3:2], predict the reactants needed to synthesize it. The reactants are: [C:1]([O:5][C:6](=[O:16])[NH:7][C:8]1[S:9][CH:10]=[C:11]([CH2:13][O:14][CH3:15])[N:12]=1)([CH3:4])([CH3:3])[CH3:2].C([Li])CCC.[CH3:22][S:23]SC.